Dataset: Reaction yield outcomes from USPTO patents with 853,638 reactions. Task: Predict the reaction yield, written as a fraction of the theoretical maximum amount of product (1.0 means a 100% yield; for example, 0.34 means a 34% yield). The reactants are FC(F)(F)S(O[C:7]1[CH:15]=[CH:14][C:13]([C:16]2[N:17]([C:32]([O:34][C:35]([CH3:38])([CH3:37])[CH3:36])=[O:33])[C:18]3[C:23]([CH:24]=2)=[CH:22][C:21]([CH2:25][N:26]2[CH2:31][CH2:30][CH2:29][CH2:28][CH2:27]2)=[CH:20][CH:19]=3)=[C:12]2[C:8]=1[CH2:9][NH:10][C:11]2=[O:39])(=O)=O.[CH3:42][O:43][C:44]1[CH:49]=[CH:48][C:47](B(O)O)=[CH:46][CH:45]=1.C(=O)([O-])[O-].[K+].[K+].O. The catalyst is C(COC)OC. The product is [CH3:42][O:43][C:44]1[CH:49]=[CH:48][C:47]([C:7]2[CH:15]=[CH:14][C:13]([C:16]3[N:17]([C:32]([O:34][C:35]([CH3:36])([CH3:37])[CH3:38])=[O:33])[C:18]4[C:23]([CH:24]=3)=[CH:22][C:21]([CH2:25][N:26]3[CH2:27][CH2:28][CH2:29][CH2:30][CH2:31]3)=[CH:20][CH:19]=4)=[C:12]3[C:8]=2[CH2:9][NH:10][C:11]3=[O:39])=[CH:46][CH:45]=1. The yield is 0.710.